This data is from Full USPTO retrosynthesis dataset with 1.9M reactions from patents (1976-2016). The task is: Predict the reactants needed to synthesize the given product. (1) Given the product [O:36]1[C:31]2([CH2:43][CH2:44][N:28]([CH2:27][CH2:26][O:25][C:22]3[CH:21]=[CH:20][C:19]([CH2:18][N:10]([CH2:9][C@H:8]([OH:7])[C:45]4[C:53]5[S:52][C:51](=[O:54])[NH:50][C:49]=5[C:48]([OH:55])=[CH:47][CH:46]=4)[C:11](=[O:17])[O:12][C:13]([CH3:16])([CH3:15])[CH3:14])=[CH:24][CH:23]=3)[CH2:29][CH2:30]2)[CH2:32][NH:33][CH2:34][CH2:35]1, predict the reactants needed to synthesize it. The reactants are: C(=O)([O-])[O-].[K+].[K+].[OH:7][C@H:8]([C:45]1[C:53]2[S:52][C:51](=[O:54])[NH:50][C:49]=2[C:48]([OH:55])=[CH:47][CH:46]=1)[CH2:9][N:10]([CH2:18][C:19]1[CH:24]=[CH:23][C:22]([O:25][CH2:26][CH2:27][N:28]2[CH2:44][CH2:43][C:31]3([O:36][CH2:35][CH2:34][N:33](C(=O)C(F)(F)F)[CH2:32]3)[CH2:30][CH2:29]2)=[CH:21][CH:20]=1)[C:11](=[O:17])[O:12][C:13]([CH3:16])([CH3:15])[CH3:14]. (2) Given the product [CH3:16][O:17][CH2:12][CH2:11][C:10]([C:7]1[CH:6]=[CH:5][C:4]([O:3][C:2]([F:14])([F:15])[F:1])=[CH:9][CH:8]=1)=[O:13], predict the reactants needed to synthesize it. The reactants are: [F:1][C:2]([F:15])([F:14])[O:3][C:4]1[CH:9]=[CH:8][C:7]([C:10](=[O:13])[CH:11]=[CH2:12])=[CH:6][CH:5]=1.[CH3:16][OH:17].